From a dataset of Peptide-MHC class I binding affinity with 185,985 pairs from IEDB/IMGT. Regression. Given a peptide amino acid sequence and an MHC pseudo amino acid sequence, predict their binding affinity value. This is MHC class I binding data. (1) The MHC is HLA-A02:06 with pseudo-sequence HLA-A02:06. The peptide sequence is EVIGLTTHCT. The binding affinity (normalized) is 0.131. (2) The peptide sequence is FLDLPLPWA. The MHC is HLA-A02:01 with pseudo-sequence HLA-A02:01. The binding affinity (normalized) is 0.783.